Task: Predict the reactants needed to synthesize the given product.. Dataset: Full USPTO retrosynthesis dataset with 1.9M reactions from patents (1976-2016) (1) The reactants are: [NH2:1][C:2]([NH2:4])=[S:3].[C:5]([O-])(=O)[CH3:6].[Na+].BrCC(O)=O.[N+:15]([C:18]1[CH:23]=[CH:22][CH:21]=[CH:20][CH:19]=1)([O-:17])=[O:16]. Given the product [N+:15]([C:18]1[CH:23]=[CH:22][C:21]([C:5]2[N:1]=[C:2]([NH2:4])[S:3][CH:6]=2)=[CH:20][CH:19]=1)([O-:17])=[O:16], predict the reactants needed to synthesize it. (2) Given the product [C:1]1([C@H:11]([NH:13][CH2:22][C:21]#[CH:20])[CH3:12])[C:10]2[C:5](=[CH:6][CH:7]=[CH:8][CH:9]=2)[CH:4]=[CH:3][CH:2]=1, predict the reactants needed to synthesize it. The reactants are: [C:1]1([C@H:11]([NH2:13])[CH3:12])[C:10]2[C:5](=[CH:6][CH:7]=[CH:8][CH:9]=2)[CH:4]=[CH:3][CH:2]=1.C([O-])([O-])=O.[Cs+].[Cs+].[CH2:20](Br)[C:21]#[CH:22]. (3) Given the product [CH3:1][O:2][C:3](=[O:15])[CH2:4][C:5]1[N:6]=[C:7]([O:13][CH3:14])[C:8]([F:12])=[C:9]([N:23]2[CH2:28][CH2:27][O:26][CH2:25][CH2:24]2)[N:10]=1, predict the reactants needed to synthesize it. The reactants are: [CH3:1][O:2][C:3](=[O:15])[CH2:4][C:5]1[N:10]=[C:9](Cl)[C:8]([F:12])=[C:7]([O:13][CH3:14])[N:6]=1.O.C(OCC)(=O)C.[NH:23]1[CH2:28][CH2:27][O:26][CH2:25][CH2:24]1. (4) Given the product [CH3:57][C@H:58]1[C@:75]([OH:84])([C:76]([CH2:78][O:79][P:80]([O-:83])([OH:82])=[O:81])=[O:77])[C@:74]2([CH3:85])[C@H:60]([C@H:61]3[C@:71]([F:87])([C@@H:72]([OH:86])[CH2:73]2)[C@:70]2([CH3:88])[C:64](=[CH:65][C:66]([CH:68]=[CH:69]2)=[O:67])[CH2:63][CH2:62]3)[CH2:59]1.[Na+:89], predict the reactants needed to synthesize it. The reactants are: C(NC(=O)C=C)(C)C.CN(C)CCN(C)C.S(OOS([O-])(=O)=O)([O-])(=O)=O.[NH4+].[NH4+].C[C@H]1[C@](O)(C(CO)=O)[C@]2(C)[C@H]([C@H]3[C@](F)([C@@H](O)C2)[C@]2(C)C(=CC(C=C2)=O)CC3)C1.[CH3:57][C@H:58]1[C@:75]([OH:84])([C:76]([CH2:78][O:79][P:80]([O-:83])([O-:82])=[O:81])=[O:77])[C@:74]2([CH3:85])[C@H:60]([C@H:61]3[C@:71]([F:87])([C@@H:72]([OH:86])[CH2:73]2)[C@:70]2([CH3:88])[C:64](=[CH:65][C:66]([CH:68]=[CH:69]2)=[O:67])[CH2:63][CH2:62]3)[CH2:59]1.[Na+:89].[Na+].S([O-])([O-])(=O)=O.[NH4+].[NH4+].C(N[C@H](C(O)=O)CCCCN)(=O)C=C. (5) Given the product [CH:13]1([N:16]2[CH2:21][CH2:20][CH:19]([NH:22][C:1]([NH:43][C:38]3[CH:39]=[C:40]4[C:35](=[CH:36][CH:37]=3)[N:34]=[C:33]([NH:32][C@H:23]3[C:31]5[C:26](=[CH:27][CH:28]=[CH:29][CH:30]=5)[CH2:25][CH2:24]3)[CH:42]=[CH:41]4)=[O:12])[CH2:18][CH2:17]2)[CH2:15][CH2:14]1, predict the reactants needed to synthesize it. The reactants are: [C:1](=[O:12])(OC(Cl)(Cl)Cl)OC(Cl)(Cl)Cl.[CH:13]1([N:16]2[CH2:21][CH2:20][CH:19]([NH2:22])[CH2:18][CH2:17]2)[CH2:15][CH2:14]1.[C@H:23]1([NH:32][C:33]2[CH:42]=[CH:41][C:40]3[C:35](=[CH:36][CH:37]=[C:38]([NH2:43])[CH:39]=3)[N:34]=2)[C:31]2[C:26](=[CH:27][CH:28]=[CH:29][CH:30]=2)[CH2:25][CH2:24]1. (6) Given the product [CH3:13][O:12][C:10]1[CH:9]=[C:5]([CH:4]=[C:3]([O:2][CH3:1])[N:11]=1)[C:6]([NH:18][C@H:17]([CH2:19][CH:20]([CH3:22])[CH3:21])[C:16]([O:15][CH3:14])=[O:23])=[O:8], predict the reactants needed to synthesize it. The reactants are: [CH3:1][O:2][C:3]1[CH:4]=[C:5]([CH:9]=[C:10]([O:12][CH3:13])[N:11]=1)[C:6]([OH:8])=O.[CH3:14][O:15][C:16](=[O:23])[C@@H:17]([CH2:19][CH:20]([CH3:22])[CH3:21])[NH2:18]. (7) Given the product [C:4]([C@@H:6]1[CH2:7][CH2:8][C@H:9]([NH:12][C:13](=[O:19])[O:14][C:15]([CH3:16])([CH3:17])[CH3:18])[CH2:10][CH2:11]1)(=[O:5])[CH3:21], predict the reactants needed to synthesize it. The reactants are: CON(C)[C:4]([C@@H:6]1[CH2:11][CH2:10][C@H:9]([NH:12][C:13](=[O:19])[O:14][C:15]([CH3:18])([CH3:17])[CH3:16])[CH2:8][CH2:7]1)=[O:5].[CH3:21][Mg]I. (8) Given the product [ClH:1].[N:10]1[C:2]([NH:11][C:12]2[CH:17]=[CH:16][C:15]([S:18]([NH2:21])(=[O:19])=[O:20])=[CH:14][CH:13]=2)=[C:3]2[C:7]([N:6]=[CH:5][NH:4]2)=[N:8][CH:9]=1, predict the reactants needed to synthesize it. The reactants are: [Cl:1][C:2]1[N:10]=[CH:9][N:8]=[C:7]2[C:3]=1[NH:4][CH:5]=[N:6]2.[NH2:11][C:12]1[CH:17]=[CH:16][C:15]([S:18]([NH2:21])(=[O:20])=[O:19])=[CH:14][CH:13]=1. (9) Given the product [Br:3][C:4]1[C:5]([CH3:16])=[CH:6][CH:7]=[C:8]2[C:13]=1[N:12]=[C:11]([Cl:14])[N:10]=[C:9]2[NH2:2], predict the reactants needed to synthesize it. The reactants are: [OH-].[NH3:2].[Br:3][C:4]1[C:5]([CH3:16])=[CH:6][CH:7]=[C:8]2[C:13]=1[N:12]=[C:11]([Cl:14])[N:10]=[C:9]2Cl.